This data is from PAMPA (Parallel Artificial Membrane Permeability Assay) permeability data from NCATS. The task is: Regression/Classification. Given a drug SMILES string, predict its absorption, distribution, metabolism, or excretion properties. Task type varies by dataset: regression for continuous measurements (e.g., permeability, clearance, half-life) or binary classification for categorical outcomes (e.g., BBB penetration, CYP inhibition). Dataset: pampa_ncats. (1) The molecule is CC1=C(NC(=C1C(=O)C)C)C(=O)NC2=CC(=CC=C2)[S+](=O)(NC3=CC=NC=C3)[O-]. The result is 0 (low-to-moderate permeability). (2) The drug is CC(C)C1=C(N=C2C(=CNN2C1=O)C#N)C3=CC=CC=C3. The result is 0 (low-to-moderate permeability). (3) The molecule is CC1=CC=C(C=C1)C2=NC(=C(S2)C(=O)NC3=CC4=C(C=C3)NC(=O)[C@@H]5CCCN5C4=O)C. The result is 1 (high permeability). (4) The drug is CC1=CN=C(C=C1)NC(=O)C2=CC(=NC3=CC=CC=C32)C4=CC=C(O4)C. The result is 1 (high permeability). (5) The compound is CNC1=NC2=C(S1)C(CC(=O)N2)C3=CC=C(C=C3)Cl. The result is 1 (high permeability). (6) The compound is C1CN(CC2=C1C(=O)N(N2CC3=CN=CC=C3)CCC4=CC=CC=C4)C(=O)C5=CC6=CC=CC=C6N5. The result is 1 (high permeability).